Dataset: Forward reaction prediction with 1.9M reactions from USPTO patents (1976-2016). Task: Predict the product of the given reaction. (1) Given the reactants [N:1]([CH2:4][CH:5]1[CH2:9][C:8]2[CH:10]=[C:11]([Cl:19])[CH:12]=[C:13]([C:14]3[CH:18]=[CH:17][S:16][CH:15]=3)[C:7]=2[O:6]1)=[N+]=[N-], predict the reaction product. The product is: [Cl:19][C:11]1[CH:12]=[C:13]([C:14]2[CH:18]=[CH:17][S:16][CH:15]=2)[C:7]2[O:6][CH:5]([CH2:4][NH2:1])[CH2:9][C:8]=2[CH:10]=1. (2) Given the reactants [CH3:1][C:2]1[CH:7]=[C:6]([C:8]2[CH:13]=[CH:12][C:11]([NH2:14])=[CH:10][CH:9]=2)[CH:5]=[CH:4][N:3]=1.[C:15](N1C=CN=C1)(N1C=CN=C1)=[O:16].[S:27]1[CH:31]=[CH:30][C:29]2[CH:32]=[C:33]([C:36]([NH2:39])([CH3:38])[CH3:37])[CH:34]=[CH:35][C:28]1=2.C(N(CC)CC)C, predict the reaction product. The product is: [S:27]1[CH:31]=[CH:30][C:29]2[CH:32]=[C:33]([C:36]([NH:39][C:15]([NH:14][C:11]3[CH:12]=[CH:13][C:8]([C:6]4[CH:5]=[CH:4][N:3]=[C:2]([CH3:1])[CH:7]=4)=[CH:9][CH:10]=3)=[O:16])([CH3:37])[CH3:38])[CH:34]=[CH:35][C:28]1=2. (3) Given the reactants Cl([O-])=O.[Na+].P([O-])(O)(O)=[O:6].[Na+].CC(=CC)C.[F:16][C:17]1[CH:18]=[CH:19][C:20]([O:43][CH3:44])=[C:21]([C:23]2[N:27]=[C:26]([C:28]3[CH:29]=[C:30]([CH:41]=[O:42])[C:31]([C:34]4[CH:39]=[CH:38][CH:37]=[CH:36][C:35]=4[CH3:40])=[CH:32][CH:33]=3)[O:25][N:24]=2)[CH:22]=1, predict the reaction product. The product is: [F:16][C:17]1[CH:18]=[CH:19][C:20]([O:43][CH3:44])=[C:21]([C:23]2[N:27]=[C:26]([C:28]3[CH:29]=[C:30]([C:41]([OH:6])=[O:42])[C:31]([C:34]4[CH:39]=[CH:38][CH:37]=[CH:36][C:35]=4[CH3:40])=[CH:32][CH:33]=3)[O:25][N:24]=2)[CH:22]=1. (4) Given the reactants Br[C:2]1[CH:7]=[CH:6][CH:5]=[C:4]([N:8]2[CH2:12][CH2:11][C:10]3([O:16][CH2:15][CH2:14][O:13]3)[CH2:9]2)[N:3]=1.[CH2:17]([Mg]Br)[C:18]1[CH:23]=[CH:22][CH:21]=[CH:20][CH:19]=1.C(Br)C1C=CC=CC=1.[Mg], predict the reaction product. The product is: [CH2:17]([C:2]1[CH:7]=[CH:6][CH:5]=[C:4]([N:8]2[CH2:12][CH2:11][C:10]3([O:16][CH2:15][CH2:14][O:13]3)[CH2:9]2)[N:3]=1)[C:18]1[CH:23]=[CH:22][CH:21]=[CH:20][CH:19]=1. (5) Given the reactants [C:1]([O:5][C:6]([N:8]1[CH:12]=[C:11]([CH3:13])[CH:10]=[N:9]1)=[O:7])([CH3:4])([CH3:3])[CH3:2].[Br:14]N1C(=O)CCC1=O.C(OOC(=O)C1C=CC=CC=1)(=O)C1C=CC=CC=1, predict the reaction product. The product is: [C:1]([O:5][C:6]([N:8]1[CH:12]=[C:11]([CH2:13][Br:14])[CH:10]=[N:9]1)=[O:7])([CH3:4])([CH3:3])[CH3:2].